Dataset: Full USPTO retrosynthesis dataset with 1.9M reactions from patents (1976-2016). Task: Predict the reactants needed to synthesize the given product. (1) Given the product [F:20][C:9]1[CH:10]=[C:11]([NH:12][C:13](=[O:19])[O:14][C:15]([CH3:18])([CH3:17])[CH3:16])[C:6]([C:4](=[O:5])[CH2:3][F:31])=[N:7][C:8]=1[O:21][CH3:22], predict the reactants needed to synthesize it. The reactants are: C([O:3][C:4]([C:6]1[C:11]([NH:12][C:13](=[O:19])[O:14][C:15]([CH3:18])([CH3:17])[CH3:16])=[CH:10][C:9]([F:20])=[C:8]([O:21][CH3:22])[N:7]=1)=[CH2:5])C.C(#N)C.C(=O)(O)[O-].[Na+].[F:31][B-](F)(F)F.F[B-](F)(F)F.ClC[N+]12CC[N+](F)(CC1)CC2. (2) Given the product [Cl:10][C:11]1[CH:12]=[C:13]([NH:25][C:26]2[C:35]3[C:30](=[CH:31][CH:32]=[CH:33][C:34]=3[O:9][CH2:8][C@H:4]3[CH2:3][N:2]([CH3:1])[CH2:7][CH2:6][NH:5]3)[N:29]=[CH:28][N:27]=2)[CH:14]=[CH:15][C:16]=1[O:17][CH2:18][C:19]1[CH:24]=[CH:23][CH:22]=[CH:21][N:20]=1, predict the reactants needed to synthesize it. The reactants are: [CH3:1][N:2]1[CH2:7][CH2:6][NH:5][C@@H:4]([CH2:8][OH:9])[CH2:3]1.[Cl:10][C:11]1[CH:12]=[C:13]([NH:25][C:26]2[C:35]3[C:30](=[CH:31][CH:32]=[CH:33][C:34]=3F)[N:29]=[CH:28][N:27]=2)[CH:14]=[CH:15][C:16]=1[O:17][CH2:18][C:19]1[CH:24]=[CH:23][CH:22]=[CH:21][N:20]=1. (3) Given the product [Cl:32][C:27]1[CH:26]=[C:25]([C:19]2([C:21]([F:24])([F:23])[F:22])[O:18][N:17]=[C:16]([C:14]3[CH:13]=[CH:12][C:7]4[C:8](=[O:10])[O:4][CH2:5][C:6]=4[CH:15]=3)[CH2:20]2)[CH:30]=[C:29]([Cl:31])[CH:28]=1, predict the reactants needed to synthesize it. The reactants are: C([O:4][CH2:5][C:6]1[CH:15]=[C:14]([C:16]2[CH2:20][C:19]([C:25]3[CH:30]=[C:29]([Cl:31])[CH:28]=[C:27]([Cl:32])[CH:26]=3)([C:21]([F:24])([F:23])[F:22])[O:18][N:17]=2)[CH:13]=[CH:12][C:7]=1[C:8]([O:10]C)=O)(=O)C.C[O-].[Na+]. (4) Given the product [Cl:32][C:30]1[CH:29]=[CH:28][C:10]2[N:11]([CH3:27])[C:12](=[O:26])[CH:13]([CH2:15][C:16]3[CH:25]=[CH:24][C:23]4[C:18](=[CH:19][CH:20]=[CH:21][CH:22]=4)[CH:17]=3)[N:14]=[C:8]([N:5]3[CH2:4][CH2:3][CH:2]([NH:1][C:42](=[O:43])[CH2:41][NH:40][C:33](=[O:34])[O:35][C:36]([CH3:37])([CH3:38])[CH3:39])[CH2:7][CH2:6]3)[C:9]=2[CH:31]=1, predict the reactants needed to synthesize it. The reactants are: [NH2:1][CH:2]1[CH2:7][CH2:6][N:5]([C:8]2[C:9]3[CH:31]=[C:30]([Cl:32])[CH:29]=[CH:28][C:10]=3[N:11]([CH3:27])[C:12](=[O:26])[CH:13]([CH2:15][C:16]3[CH:25]=[CH:24][C:23]4[C:18](=[CH:19][CH:20]=[CH:21][CH:22]=4)[CH:17]=3)[N:14]=2)[CH2:4][CH2:3]1.[C:33]([NH:40][CH2:41][C:42](O)=[O:43])([O:35][C:36]([CH3:39])([CH3:38])[CH3:37])=[O:34].Cl.C(N=C=NCCCN(C)C)C.ON1C2C=CC=CC=2N=N1.C(N(CC)CC)C. (5) The reactants are: C[NH:2][CH2:3][C:4]([OH:6])=[O:5].[C:7]([C:10]1[C:11](=[O:20])[O:12][C:13]2[C:18]([CH:19]=1)=[CH:17][CH:16]=[CH:15][CH:14]=2)([OH:9])=O.[CH2:21](Cl)Cl. Given the product [CH3:21][O:6][C:4](=[O:5])[CH2:3][NH:2][C:7]([C:10]1[C:11](=[O:20])[O:12][C:13]2[C:18]([CH:19]=1)=[CH:17][CH:16]=[CH:15][CH:14]=2)=[O:9], predict the reactants needed to synthesize it. (6) Given the product [S:12]1[CH:13]=[N:14][N:15]=[C:11]1[O:10][C:7]1[CH:8]=[CH:9][C:4]2[CH2:19][O:20][B:16]([OH:17])[C:5]=2[CH:6]=1, predict the reactants needed to synthesize it. The reactants are: COC(=O)[C:4]1[CH:9]=[CH:8][C:7]([O:10][C:11]2[S:12][CH:13]=[N:14][N:15]=2)=[CH:6][C:5]=1[B:16]1[O:20][C:19](C)(C)C(C)(C)[O:17]1.[H-].[H-].[H-].[H-].[Li+].[Al+3]. (7) Given the product [C:11]([O:10][C:9](=[O:15])[NH:8][CH2:7][CH:3]1[O:4][CH2:5][CH2:6][N:1]([C:17]2[CH:22]=[CH:21][C:20]([C:23]([F:26])([F:25])[F:24])=[CH:19][N:18]=2)[CH2:2]1)([CH3:12])([CH3:14])[CH3:13], predict the reactants needed to synthesize it. The reactants are: [NH:1]1[CH2:6][CH2:5][O:4][CH:3]([CH2:7][NH:8][C:9](=[O:15])[O:10][C:11]([CH3:14])([CH3:13])[CH3:12])[CH2:2]1.Cl[C:17]1[CH:22]=[CH:21][C:20]([C:23]([F:26])([F:25])[F:24])=[CH:19][N:18]=1.CC(C)([O-])C.[Na+].CC(C1C=C(C(C)C)C(C2C=CC=CC=2P(C2CCCCC2)C2CCCCC2)=C(C(C)C)C=1)C.